This data is from Catalyst prediction with 721,799 reactions and 888 catalyst types from USPTO. The task is: Predict which catalyst facilitates the given reaction. (1) Reactant: [I:1][C:2]1[CH:7]=[CH:6][CH:5]=[C:4]([O:8]C)[C:3]=1[O:10]C.B(Br)(Br)Br. Product: [I:1][C:2]1[CH:7]=[CH:6][CH:5]=[C:4]([OH:8])[C:3]=1[OH:10]. The catalyst class is: 2. (2) The catalyst class is: 2. Reactant: C[O:2][C:3]1[C:11]2[O:10][CH:9]([CH2:12][NH:13]C(=O)OC(C)(C)C)[CH2:8][C:7]=2[CH:6]=[C:5]([C:21]2[CH:26]=[CH:25][C:24]([C:27]([N:29]3[CH2:34][CH2:33][O:32][CH2:31][CH2:30]3)=[O:28])=[CH:23][CH:22]=2)[CH:4]=1.B(Br)(Br)Br. Product: [NH2:13][CH2:12][CH:9]1[CH2:8][C:7]2[CH:6]=[C:5]([C:21]3[CH:22]=[CH:23][C:24]([C:27]([N:29]4[CH2:30][CH2:31][O:32][CH2:33][CH2:34]4)=[O:28])=[CH:25][CH:26]=3)[CH:4]=[C:3]([OH:2])[C:11]=2[O:10]1. (3) Reactant: [C:1]([O:4][CH2:5][CH2:6][CH2:7][CH2:8][CH2:9][CH2:10][N:11]([CH2:18][CH:19]([CH2:24][CH3:25])[CH2:20][CH2:21][CH2:22][CH3:23])[C:12]1[CH:17]=[CH:16][CH:15]=[CH:14][CH:13]=1)(=[O:3])[CH3:2].C(OC(=O)C)(=O)C.[Na].[Na].[C:35]([C:37]1[C:41](=[C:42]([C:45]#[N:46])[C:43]#[N:44])[NH:40][C:39](=[O:47])[C:38]=1O)#[N:36].O=P(Cl)(Cl)Cl. Product: [C:1]([O:4][CH2:5][CH2:6][CH2:7][CH2:8][CH2:9][CH2:10][N:11]([C:12]1[CH:13]=[CH:14][C:15]([C:38]2[C:39](=[O:47])[NH:40][C:41](=[C:42]([C:45]#[N:46])[C:43]#[N:44])[C:37]=2[C:35]#[N:36])=[CH:16][CH:17]=1)[CH2:18][CH:19]([CH2:24][CH3:25])[CH2:20][CH2:21][CH2:22][CH3:23])(=[O:3])[CH3:2]. The catalyst class is: 9. (4) Reactant: [C:1]([CH2:3][C:4](Cl)=[O:5])#[N:2].[CH3:7][NH:8][CH2:9][CH2:10][CH2:11][Si:12]([O:17][CH3:18])([O:15][CH3:16])[O:13][CH3:14].N1C=CC=CC=1. Product: [CH3:7][N:8]([CH2:9][CH2:10][CH2:11][Si:12]([O:15][CH3:16])([O:17][CH3:18])[O:13][CH3:14])[C:4](=[O:5])[CH2:3][C:1]#[N:2]. The catalyst class is: 27.